From a dataset of Catalyst prediction with 721,799 reactions and 888 catalyst types from USPTO. Predict which catalyst facilitates the given reaction. (1) Reactant: [C:1]1([CH2:7][OH:8])[CH:6]=[CH:5][CH:4]=[CH:3][CH:2]=1.O=O.[CH:11](=O)C1C=CC=CC=1. Product: [C:7]([C:1]1[CH:6]=[CH:5][CH:4]=[CH:3][CH:2]=1)(=[O:8])[CH3:11]. The catalyst class is: 45. (2) Reactant: [CH2:1]([O:3][C:4](=[O:12])[CH:5]=[CH:6][CH2:7][CH2:8][CH2:9][CH2:10][OH:11])[CH3:2].[H-].[Na+].Cl.O. Product: [CH2:1]([O:3][C:4](=[O:12])[CH2:5][CH:6]1[CH2:7][CH2:8][CH2:9][CH2:10][O:11]1)[CH3:2]. The catalyst class is: 7. (3) Reactant: CO[C:3]([CH3:5])=[CH2:4].[CH3:6][O:7][C:8]([C:10]1[S:11][CH:12]=[CH:13][C:14]=1[NH2:15])=[O:9].C(O[BH-](OC(=O)C)OC(=O)C)(=O)C.[Na+].C(=O)(O)[O-].[Na+]. Product: [CH3:4][CH:3]([NH:15][C:14]1[CH:13]=[CH:12][S:11][C:10]=1[C:8]([O:7][CH3:6])=[O:9])[CH3:5]. The catalyst class is: 322. (4) Reactant: [CH2:1]([O:8][C:9]([N:11]([CH3:33])[N:12]1[C:21]([C:22]([OH:24])=[O:23])=[C:20]([C:25]2[CH:30]=[CH:29][CH:28]=[CH:27][CH:26]=2)[C:19]2[C:14](=[CH:15][CH:16]=[C:17]([Cl:31])[CH:18]=2)[C:13]1=[O:32])=[O:10])[C:2]1[CH:7]=[CH:6][CH:5]=[CH:4][CH:3]=1.C1(P(C2C=CC=CC=2)C2C=CC=CC=2)C=CC=CC=1.[N:53]1[CH:58]=[CH:57][C:56]([CH2:59]O)=[CH:55][CH:54]=1.C1(C)C=CC=CC=1.N(C(OCC)=O)=NC(OCC)=O. Product: [N:53]1[CH:58]=[CH:57][C:56]([CH2:59][O:23][C:22]([C:21]2[N:12]([N:11]([C:9]([O:8][CH2:1][C:2]3[CH:7]=[CH:6][CH:5]=[CH:4][CH:3]=3)=[O:10])[CH3:33])[C:13](=[O:32])[C:14]3[C:19]([C:20]=2[C:25]2[CH:30]=[CH:29][CH:28]=[CH:27][CH:26]=2)=[CH:18][C:17]([Cl:31])=[CH:16][CH:15]=3)=[O:24])=[CH:55][CH:54]=1. The catalyst class is: 1. (5) Product: [O:9]=[C:5]1[C@H:4]([O:3][Si:2]([CH3:11])([CH3:10])[CH3:1])[CH2:8][CH2:7][N:6]1[C:12]([O:14][C:15]([CH3:18])([CH3:17])[CH3:16])=[O:13]. The catalyst class is: 2. Reactant: [CH3:1][Si:2]([CH3:11])([CH3:10])[O:3][C@@H:4]1[CH2:8][CH2:7][NH:6][C:5]1=[O:9].[C:12](O[C:12]([O:14][C:15]([CH3:18])([CH3:17])[CH3:16])=[O:13])([O:14][C:15]([CH3:18])([CH3:17])[CH3:16])=[O:13].C(N(CC)CC)C. (6) Reactant: [F:1][C:2]1[CH:10]=[CH:9][C:8]2[N:7]([CH2:11][C:12]3[CH:21]=[CH:20][C:15]([C:16]([O:18]C)=[O:17])=[CH:14][CH:13]=3)[C:6]3[CH:22]=[N:23][N:24]([CH:25]4[CH2:30][CH2:29][CH2:28][CH2:27][O:26]4)[C:5]=3[C:4]=2[CH:3]=1.[OH-].[K+].[NH4+].[Cl-]. Product: [F:1][C:2]1[CH:10]=[CH:9][C:8]2[N:7]([CH2:11][C:12]3[CH:13]=[CH:14][C:15]([C:16]([OH:18])=[O:17])=[CH:20][CH:21]=3)[C:6]3[CH:22]=[N:23][N:24]([CH:25]4[CH2:30][CH2:29][CH2:28][CH2:27][O:26]4)[C:5]=3[C:4]=2[CH:3]=1. The catalyst class is: 24.